This data is from Reaction yield outcomes from USPTO patents with 853,638 reactions. The task is: Predict the reaction yield, written as a fraction of the theoretical maximum amount of product (1.0 means a 100% yield; for example, 0.34 means a 34% yield). (1) The reactants are C[O:2][C:3]([C:5]1[CH:6]=[C:7]2[C:12](=[CH:13][CH:14]=1)[O:11][C:10]([C:15]1[N:20]=[CH:19][N:18]3[CH:21]=[CH:22][CH:23]=[C:17]3[CH:16]=1)=[CH:9][C:8]2=[N:24][O:25][C:26]([CH3:29])([CH3:28])[CH3:27])=[O:4].O.[OH-].[Li+]. The catalyst is O1CCCC1.CO.O. The product is [C:26]([O:25][N:24]=[C:8]1[C:7]2[C:12](=[CH:13][CH:14]=[C:5]([C:3]([OH:4])=[O:2])[CH:6]=2)[O:11][C:10]([C:15]2[N:20]=[CH:19][N:18]3[CH:21]=[CH:22][CH:23]=[C:17]3[CH:16]=2)=[CH:9]1)([CH3:29])([CH3:27])[CH3:28]. The yield is 0.840. (2) The reactants are [NH2:1][CH2:2][C:3]1[CH:8]=[C:7]([CH:9]=[CH2:10])[C:6]([NH:11][S:12]([CH3:15])(=[O:14])=[O:13])=[C:5]([F:16])[CH:4]=1.[C:17]([C:21]1[CH:26]=[CH:25][C:24]([N:27]=[C:28]=[O:29])=[CH:23][CH:22]=1)([CH3:20])([CH3:19])[CH3:18]. The catalyst is C(Cl)Cl. The product is [C:17]([C:21]1[CH:26]=[CH:25][C:24]([NH:27][C:28](=[O:29])[NH:1][CH2:2][C:3]2[CH:8]=[C:7]([CH:9]=[CH2:10])[C:6]([NH:11][S:12]([CH3:15])(=[O:14])=[O:13])=[C:5]([F:16])[CH:4]=2)=[CH:23][CH:22]=1)([CH3:20])([CH3:18])[CH3:19]. The yield is 0.550. (3) The reactants are [F:1][C:2]([F:15])([F:14])[C:3]1[CH:13]=[CH:12][C:6]([O:7][CH2:8][C@H:9]2[CH2:11][O:10]2)=[CH:5][CH:4]=1.[CH2:16]([N:23]1[CH:27]=[CH:26][N:25]=[C:24]1[CH2:28][N:29]1[CH2:34][CH2:33][NH:32][CH2:31][CH2:30]1)[C:17]1[CH:22]=[CH:21][CH:20]=[CH:19][CH:18]=1. No catalyst specified. The product is [CH2:16]([N:23]1[CH:27]=[CH:26][N:25]=[C:24]1[CH2:28][N:29]1[CH2:30][CH2:31][N:32]([CH2:11][C@@H:9]([OH:10])[CH2:8][O:7][C:6]2[CH:12]=[CH:13][C:3]([C:2]([F:15])([F:14])[F:1])=[CH:4][CH:5]=2)[CH2:33][CH2:34]1)[C:17]1[CH:22]=[CH:21][CH:20]=[CH:19][CH:18]=1. The yield is 0.820. (4) The reactants are [CH2:1]([N:8]1[C:16]2[C:11](=[CH:12][CH:13]=[CH:14][CH:15]=2)[CH2:10][CH2:9]1)[C:2]1[CH:7]=[CH:6][CH:5]=[CH:4][CH:3]=1.O.[F:18][C:19]([F:27])([F:26])[C:20]([C:22]([F:25])([F:24])[F:23])=[O:21].O.O.[F:18][C:19]([F:27])([F:26])[C:20]([C:22]([F:25])([F:24])[F:23])=[O:21]. No catalyst specified. The product is [CH2:1]([N:8]1[C:16]2[C:11](=[CH:12][C:13]([C:20]([OH:21])([C:22]([F:25])([F:24])[F:23])[C:19]([F:27])([F:26])[F:18])=[CH:14][CH:15]=2)[CH2:10][CH2:9]1)[C:2]1[CH:3]=[CH:4][CH:5]=[CH:6][CH:7]=1. The yield is 0.780. (5) The reactants are N[C:2]1[S:3][C:4]2[CH:10]=[C:9]([C:11]3[CH:12]=[C:13]([N:23]4[CH:28]=[CH:27][C:26](=[O:29])[NH:25][C:24]4=[O:30])[CH:14]=[C:15]([C:19]([CH3:22])([CH3:21])[CH3:20])[C:16]=3[O:17][CH3:18])[CH:8]=[CH:7][C:5]=2[N:6]=1.N(OCCC(C)C)=O. The catalyst is O1CCOCC1. The product is [S:3]1[C:4]2[CH:10]=[C:9]([C:11]3[CH:12]=[C:13]([N:23]4[CH:28]=[CH:27][C:26](=[O:29])[NH:25][C:24]4=[O:30])[CH:14]=[C:15]([C:19]([CH3:22])([CH3:21])[CH3:20])[C:16]=3[O:17][CH3:18])[CH:8]=[CH:7][C:5]=2[N:6]=[CH:2]1. The yield is 0.480. (6) The yield is 0.720. The catalyst is O1CCCC1.O1CCCC1.O. The product is [NH:17]1[C:16]([C:12]2[CH:11]=[C:10]3[C:15](=[CH:14][CH:13]=2)[NH:7][N:8]=[C:9]3[C:40]2[CH:41]=[C:42]([C:43]([NH:62][C@@H:55]3[C:56]4[C:61](=[CH:60][CH:59]=[CH:58][CH:57]=4)[CH2:53][C@@H:54]3[OH:63])=[O:44])[CH:47]=[CH:48][CH:49]=2)=[N:20][CH:19]=[N:18]1. The reactants are O1CCCCC1[N:7]1[C:15]2[C:10](=[CH:11][C:12]([C:16]3[N:20]=[CH:19][N:18](C(C4C=CC=CC=4)(C4C=CC=CC=4)C4C=CC=CC=4)[N:17]=3)=[CH:13][CH:14]=2)[C:9]([C:40]2[CH:41]=[C:42]([CH:47]=[CH:48][CH:49]=2)[C:43](OC)=[O:44])=[N:8]1.O.[OH-].[Li+].[CH2:53]1[C:61]2[C:56](=[CH:57][CH:58]=[CH:59][CH:60]=2)[C@@H:55]([NH2:62])[C@H:54]1[OH:63].O.ON1C2C=CC=CC=2N=N1.Cl.CN(C)CCCN=C=NCC. (7) The yield is 0.945. The reactants are C([O:4][CH2:5][CH2:6][C:7]1[S:8][C:9]([CH2:12][CH2:13][C:14]2[CH:19]=[CH:18][C:17]([N:20]3[CH2:25][CH2:24][N:23]([C:26](=[O:28])[CH3:27])[CH2:22][CH2:21]3)=[CH:16][N:15]=2)=[CH:10][CH:11]=1)(=O)C.[OH-].[Na+].O.Cl. The product is [C:26]([N:23]1[CH2:24][CH2:25][N:20]([C:17]2[CH:18]=[CH:19][C:14]([CH2:13][CH2:12][C:9]3[S:8][C:7]([CH2:6][CH2:5][OH:4])=[CH:11][CH:10]=3)=[N:15][CH:16]=2)[CH2:21][CH2:22]1)(=[O:28])[CH3:27]. The catalyst is O1CCOCC1. (8) The product is [CH2:13]([N:20]1[C:25](=[O:26])[C:24]([CH2:27][C:28]2[CH:33]=[CH:32][C:31]([C:34]3[CH:39]=[CH:38][CH:37]=[CH:36][C:35]=3[C:40]3[NH:3][C:4](=[O:7])[O:5][N:41]=3)=[CH:30][CH:29]=2)=[C:23]([CH2:42][CH2:43][CH2:44][CH3:45])[N:22]=[C:21]1[CH2:46][CH3:47])[C:14]1[CH:15]=[CH:16][CH:17]=[CH:18][CH:19]=1. The catalyst is C(OCC)(=O)C. The reactants are [Cl-].O[NH3+:3].[C:4](=[O:7])([O-])[OH:5].[Na+].CS(C)=O.[CH2:13]([N:20]1[C:25](=[O:26])[C:24]([CH2:27][C:28]2[CH:33]=[CH:32][C:31]([C:34]3[C:35]([C:40]#[N:41])=[CH:36][CH:37]=[CH:38][CH:39]=3)=[CH:30][CH:29]=2)=[C:23]([CH2:42][CH2:43][CH2:44][CH3:45])[N:22]=[C:21]1[CH2:46][CH3:47])[C:14]1[CH:19]=[CH:18][CH:17]=[CH:16][CH:15]=1. The yield is 0.650.